Dataset: Aqueous solubility values for 9,982 compounds from the AqSolDB database. Task: Regression/Classification. Given a drug SMILES string, predict its absorption, distribution, metabolism, or excretion properties. Task type varies by dataset: regression for continuous measurements (e.g., permeability, clearance, half-life) or binary classification for categorical outcomes (e.g., BBB penetration, CYP inhibition). For this dataset (solubility_aqsoldb), we predict Y. (1) The molecule is O=C1Nc2ccc(Cl)cc2C(c2ccccc2)=NC1O. The Y is -3.95 log mol/L. (2) The drug is CC1=Nc2ccc(C(=O)O)cc2C1(C)C. The Y is -2.66 log mol/L. (3) The drug is O=C1C=CC(=O)C=C1. The Y is -0.890 log mol/L. (4) The compound is CC(=O)OC(C)C#N. The Y is 0.247 log mol/L. (5) The drug is COc1ccccc1[N+](=O)[O-]. The Y is -1.96 log mol/L. (6) The compound is O=C(CCCN1CCC(O)(c2ccc(F)cc2)CC1)c1ccccc1. The Y is -2.97 log mol/L.